This data is from Forward reaction prediction with 1.9M reactions from USPTO patents (1976-2016). The task is: Predict the product of the given reaction. The product is: [O:39]=[S:30]1(=[O:38])[C:31]2[CH:37]=[CH:36][CH:35]=[CH:34][C:32]=2[CH2:33][N:27]([C:18]2[CH:17]=[C:16]([NH:15][CH2:14][CH2:9][NH2:8])[C:25]3[C:20](=[CH:21][CH:22]=[CH:23][CH:24]=3)[N:19]=2)[CH2:28][CH2:29]1. Given the reactants C([N:8](CC1C=CC=CC=1)[C:9]1([CH2:14][NH:15][C:16]2[C:25]3[C:20](=[CH:21][CH:22]=[C:23](C)[CH:24]=3)[N:19]=[C:18]([N:27]3[CH2:33][C:32]4[CH:34]=[CH:35][CH:36]=[CH:37][C:31]=4[S:30](=[O:39])(=[O:38])[CH2:29][CH2:28]3)[CH:17]=2)CCOC1)C1C=CC=CC=1.C(N)CN, predict the reaction product.